Predict the reaction yield, written as a fraction of the theoretical maximum amount of product (1.0 means a 100% yield; for example, 0.34 means a 34% yield). From a dataset of Reaction yield outcomes from USPTO patents with 853,638 reactions. (1) The reactants are [CH3:1][O:2][C:3]1[CH:54]=[CH:53][C:6]2[N:7]=[C:8]([S:10]([C:13]3[CH:35]=[CH:34][C:16]([O:17][CH2:18][C:19]([O:21][CH2:22][CH2:23][S:24]([C:27]4[CH:32]=[CH:31][C:30]([CH3:33])=[CH:29][CH:28]=4)(=[O:26])=[O:25])=[O:20])=[C:15]([O:36][CH2:37][C:38]([O:40][CH2:41][CH2:42][S:43]([C:46]4[CH:51]=[CH:50][C:49]([CH3:52])=[CH:48][CH:47]=4)(=[O:45])=[O:44])=[O:39])[CH:14]=3)(=[O:12])=[O:11])[NH:9][C:5]=2[C:4]=1[S:55][CH2:56][C:57]1[C:62]([CH3:63])=[C:61]([O:64][CH3:65])[C:60]([CH3:66])=[CH:59][N:58]=1.ClC1C=C(C=CC=1)C(OO)=[O:72].S(S([O-])=O)([O-])(=O)=O.[Na+].[Na+].C(OCC)(=O)C. The catalyst is O1CCCC1. The product is [CH3:1][O:2][C:3]1[CH:54]=[CH:53][C:6]2[N:7]=[C:8]([S:10]([C:13]3[CH:35]=[CH:34][C:16]([O:17][CH2:18][C:19]([O:21][CH2:22][CH2:23][S:24]([C:27]4[CH:28]=[CH:29][C:30]([CH3:33])=[CH:31][CH:32]=4)(=[O:25])=[O:26])=[O:20])=[C:15]([O:36][CH2:37][C:38]([O:40][CH2:41][CH2:42][S:43]([C:46]4[CH:51]=[CH:50][C:49]([CH3:52])=[CH:48][CH:47]=4)(=[O:44])=[O:45])=[O:39])[CH:14]=3)(=[O:12])=[O:11])[NH:9][C:5]=2[C:4]=1[S:55]([CH2:56][C:57]1[C:62]([CH3:63])=[C:61]([O:64][CH3:65])[C:60]([CH3:66])=[CH:59][N:58]=1)=[O:72]. The yield is 0.410. (2) The reactants are [CH3:1][CH2:2][O:3][C:4]([C@H:6]1[CH2:10][C@H:9]([Se]C2C=CC=CC=2)[CH2:8][N:7]1[C:18]([O:20][C:21]([CH3:24])([CH3:23])[CH3:22])=[O:19])=[O:5].N1C=CC=CC=1.OO. The catalyst is ClCCl. The product is [CH3:1][CH2:2][O:3][C:4]([C@H:6]1[CH:10]=[CH:9][CH2:8][N:7]1[C:18]([O:20][C:21]([CH3:22])([CH3:24])[CH3:23])=[O:19])=[O:5]. The yield is 0.770.